This data is from Forward reaction prediction with 1.9M reactions from USPTO patents (1976-2016). The task is: Predict the product of the given reaction. (1) Given the reactants I[C:2]1[CH:3]=[C:4]([CH:7]=[CH:8][C:9]=1[O:10][CH3:11])[CH:5]=[O:6].C(N(CC)CC)C.[CH:19]#[C:20][CH2:21][CH2:22][CH2:23][CH3:24], predict the reaction product. The product is: [C:19]([C:2]1[CH:3]=[C:4]([CH:7]=[CH:8][C:9]=1[O:10][CH3:11])[CH:5]=[O:6])#[C:20][CH2:21][CH2:22][CH2:23][CH3:24]. (2) Given the reactants C([O:3][C:4](=O)[C:5]([F:16])([F:15])[O:6][C:7]1[CH:12]=[CH:11][C:10]([S:13][CH3:14])=[CH:9][CH:8]=1)C.CC(C[AlH]CC(C)C)C.CO.O, predict the reaction product. The product is: [OH2:3].[F:16][C:5]([F:15])([O:6][C:7]1[CH:12]=[CH:11][C:10]([S:13][CH3:14])=[CH:9][CH:8]=1)[CH:4]=[O:3].